This data is from Reaction yield outcomes from USPTO patents with 853,638 reactions. The task is: Predict the reaction yield, written as a fraction of the theoretical maximum amount of product (1.0 means a 100% yield; for example, 0.34 means a 34% yield). (1) The reactants are [CH2:1]([O:8][C:9]1[CH:14]=[C:13]([O:15][CH2:16][C:17]2[CH:22]=[CH:21][CH:20]=[CH:19][CH:18]=2)[C:12]([CH:23]([CH3:25])[CH3:24])=[CH:11][C:10]=1[C:26]1[O:30][N:29]=[C:28]([C:31]([NH:33][CH2:34][CH3:35])=[O:32])[C:27]=1[C:36](=[N:38][OH:39])[NH2:37])[C:2]1[CH:7]=[CH:6][CH:5]=[CH:4][CH:3]=1.[C:40](Cl)(=O)[C:41]1[CH:46]=[CH:45][CH:44]=[CH:43][CH:42]=1. The yield is 0.570. No catalyst specified. The product is [CH2:1]([O:8][C:9]1[CH:14]=[C:13]([O:15][CH2:16][C:17]2[CH:22]=[CH:21][CH:20]=[CH:19][CH:18]=2)[C:12]([CH:23]([CH3:25])[CH3:24])=[CH:11][C:10]=1[C:26]1[O:30][N:29]=[C:28]([C:31]([NH:33][CH2:34][CH3:35])=[O:32])[C:27]=1[C:36]1[N:37]=[C:40]([C:41]2[CH:46]=[CH:45][CH:44]=[CH:43][CH:42]=2)[O:39][N:38]=1)[C:2]1[CH:7]=[CH:6][CH:5]=[CH:4][CH:3]=1. (2) The reactants are [CH2:1]([N:8]1[CH:13]([C:14]2[CH:19]=[CH:18][CH:17]=[CH:16][CH:15]=2)[CH2:12][C:11]([CH3:21])([CH3:20])[N:10]2[N:22]=[CH:23][C:24]([C:25](=[O:34])[CH2:26][C:27]3[CH:32]=[CH:31][C:30]([CH3:33])=[CH:29][CH:28]=3)=[C:9]12)[C:2]1[CH:7]=[CH:6][CH:5]=[CH:4][CH:3]=1.I[CH3:36].[H-].[Na+]. The catalyst is C1COCC1. The product is [CH2:1]([N:8]1[CH:13]([C:14]2[CH:19]=[CH:18][CH:17]=[CH:16][CH:15]=2)[CH2:12][C:11]([CH3:21])([CH3:20])[N:10]2[N:22]=[CH:23][C:24]([C:25](=[O:34])[CH:26]([C:27]3[CH:32]=[CH:31][C:30]([CH3:33])=[CH:29][CH:28]=3)[CH3:36])=[C:9]12)[C:2]1[CH:7]=[CH:6][CH:5]=[CH:4][CH:3]=1. The yield is 0.640. (3) The reactants are Cl[C:2]1[C:3]([F:12])=[C:4]([C:7]([O:10][CH3:11])=[CH:8][CH:9]=1)[CH:5]=[O:6].[C:13]([C:15]1[CH:20]=[CH:19][C:18](B(O)O)=[CH:17][CH:16]=1)#[N:14].C(P(C(C)(C)C)C1C=CC=CC=1C1C=CC=CC=1)(C)(C)C.C(=O)([O-])[O-].[K+].[K+]. The catalyst is O.C1COCC1.C([O-])(=O)C.[Pd+2].C([O-])(=O)C. The product is [F:12][C:3]1[C:4]([CH:5]=[O:6])=[C:7]([O:10][CH3:11])[CH:8]=[CH:9][C:2]=1[C:18]1[CH:19]=[CH:20][C:15]([C:13]#[N:14])=[CH:16][CH:17]=1. The yield is 0.460. (4) The reactants are F[C:2]1[CH:3]=[C:4]2[C:9](=[CH:10][CH:11]=1)[C:8](=[O:12])[CH2:7][CH2:6][CH2:5]2.[C:13]1([SH:19])[CH:18]=[CH:17][CH:16]=[CH:15][CH:14]=1.C([O-])([O-])=O.[K+].[K+].O. The catalyst is CN1C(=O)CCC1.CCOC(C)=O. The product is [C:13]1([S:19][C:2]2[CH:3]=[C:4]3[C:9](=[CH:10][CH:11]=2)[C:8](=[O:12])[CH2:7][CH2:6][CH2:5]3)[CH:18]=[CH:17][CH:16]=[CH:15][CH:14]=1. The yield is 0.943. (5) The reactants are [NH2:1][CH2:2][CH2:3][NH:4][CH:5]([C:9]1[O:10][C:11]2[C:16]([C:17](=[O:26])[C:18]=1[CH2:19][C:20]1[CH:25]=[CH:24][CH:23]=[CH:22][CH:21]=1)=[CH:15][CH:14]=[C:13]([Cl:27])[CH:12]=2)[CH:6]([CH3:8])[CH3:7].C(N(CC)CC)C.[C:35]1([CH3:44])[CH:40]=[CH:39][C:38]([C:41](Cl)=[O:42])=[CH:37][CH:36]=1. The product is [CH2:19]([C:18]1[C:17](=[O:26])[C:16]2[C:11](=[CH:12][C:13]([Cl:27])=[CH:14][CH:15]=2)[O:10][C:9]=1[CH:5]([NH:4][CH2:3][CH2:2][NH:1][C:41](=[O:42])[C:38]1[CH:39]=[CH:40][C:35]([CH3:44])=[CH:36][CH:37]=1)[CH:6]([CH3:7])[CH3:8])[C:20]1[CH:21]=[CH:22][CH:23]=[CH:24][CH:25]=1. The catalyst is C(Cl)Cl.CCOCC. The yield is 0.500.